Predict the reaction yield, written as a fraction of the theoretical maximum amount of product (1.0 means a 100% yield; for example, 0.34 means a 34% yield). From a dataset of Reaction yield outcomes from USPTO patents with 853,638 reactions. (1) The reactants are [N:1]([CH2:4][CH2:5][CH2:6][N:7]([CH:15]1[CH2:17][CH2:16]1)[C:8](=[O:14])[O:9][C:10]([CH3:13])([CH3:12])[CH3:11])=[N+]=[N-].[H][H]. The catalyst is [Pd].C(O)C.C(OCC)(=O)C. The product is [C:10]([O:9][C:8](=[O:14])[N:7]([CH2:6][CH2:5][CH2:4][NH2:1])[CH:15]1[CH2:16][CH2:17]1)([CH3:13])([CH3:11])[CH3:12]. The yield is 0.980. (2) The reactants are [NH2:1][C:2]1[N:7]=[C:6]([Cl:8])[C:5]([CH:9]([OH:11])[CH3:10])=[C:4]([Cl:12])[N:3]=1. The catalyst is ClCCCl.O=[Mn]=O. The product is [NH2:1][C:2]1[N:3]=[C:4]([Cl:12])[C:5]([C:9](=[O:11])[CH3:10])=[C:6]([Cl:8])[N:7]=1. The yield is 0.710. (3) The reactants are [OH:1][C:2]1[CH:3]=[C:4]2[C:9](=[CH:10][CH:11]=1)[N:8]=[C:7]([C:12]1[CH:17]=[CH:16][CH:15]=[C:14]([O:18][CH3:19])[CH:13]=1)[N:6]([CH2:20][C:21]([NH:23][CH:24]([CH3:26])[CH3:25])=[O:22])[C:5]2=[O:27].[C:28]([N:35]1[CH2:40][CH2:39][CH2:38][CH2:37][CH:36]1[CH2:41][CH2:42]O)([O:30][C:31]([CH3:34])([CH3:33])[CH3:32])=[O:29].C1(P(C2C=CC=CC=2)C2C=CC=CC=2)C=CC=CC=1.CC(OC(/N=N/C(OC(C)C)=O)=O)C. The catalyst is ClCCl.CN(C=O)C. The product is [C:31]([O:30][C:28]([N:35]1[CH2:40][CH2:39][CH2:38][CH2:37][CH:36]1[CH2:41][CH2:42][O:1][C:2]1[CH:3]=[C:4]2[C:9](=[CH:10][CH:11]=1)[N:8]=[C:7]([C:12]1[CH:17]=[CH:16][CH:15]=[C:14]([O:18][CH3:19])[CH:13]=1)[N:6]([CH2:20][C:21](=[O:22])[NH:23][CH:24]([CH3:25])[CH3:26])[C:5]2=[O:27])=[O:29])([CH3:34])([CH3:33])[CH3:32]. The yield is 0.200.